Dataset: Reaction yield outcomes from USPTO patents with 853,638 reactions. Task: Predict the reaction yield, written as a fraction of the theoretical maximum amount of product (1.0 means a 100% yield; for example, 0.34 means a 34% yield). (1) The reactants are [Cl:1][C:2]1[CH:3]=[CH:4][C:5]([C:20]([F:23])([F:22])[F:21])=[C:6]([CH:19]=1)[CH2:7][N:8]1[CH2:13][CH2:12][NH:11][C:10]2[N:14]=[CH:15][C:16](I)=[CH:17][C:9]1=2.[CH3:24][N:25]1[CH2:30][CH2:29][N:28]([C:31]2[CH:36]=[CH:35][C:34](B3OC(C)(C)C(C)(C)O3)=[CH:33][N:32]=2)[CH2:27][CH2:26]1. No catalyst specified. The product is [Cl:1][C:2]1[CH:3]=[CH:4][C:5]([C:20]([F:23])([F:22])[F:21])=[C:6]([CH:19]=1)[CH2:7][N:8]1[CH2:13][CH2:12][NH:11][C:10]2[N:14]=[CH:15][C:16]([C:34]3[CH:33]=[N:32][C:31]([N:28]4[CH2:27][CH2:26][N:25]([CH3:24])[CH2:30][CH2:29]4)=[CH:36][CH:35]=3)=[CH:17][C:9]1=2. The yield is 0.280. (2) The reactants are [N:1]1[C:11]2[C:6](=[CH:7][CH:8]=[CH:9][CH:10]=2)[C:4]([CH3:5])=[CH:3][CH:2]=1.[Br:12][CH2:13][CH2:14][CH2:15][OH:16]. The catalyst is C(#N)C. The product is [Br-:12].[OH:16][CH2:15][CH2:14][CH2:13][N+:1]1[C:11]2[C:6](=[CH:7][CH:8]=[CH:9][CH:10]=2)[C:4]([CH3:5])=[CH:3][CH:2]=1. The yield is 0.840. (3) The reactants are [CH2:1]([O:4][C@H:5]1[CH2:9][N:8]([C:10]([O:12][C:13]([CH3:16])([CH3:15])[CH3:14])=[O:11])[C@@H:7]([C@H:17]2[O:21]C(C)(C)[NH:19][C@H:18]2[CH2:24][C:25]2[CH:30]=[CH:29][CH:28]=[CH:27][CH:26]=2)[CH2:6]1)[CH:2]=[CH2:3].[CH3:31][C:32]1[N:33]=[C:34]([C@H:37]2[CH2:41][CH2:40][CH2:39][N:38]2[C:42]([C:44]2[CH:45]=[C:46]([CH:50]=[C:51]([C:53]3[O:54][CH:55]=[CH:56][N:57]=3)[CH:52]=2)[C:47](O)=[O:48])=[O:43])[S:35][CH:36]=1.C1CN([P+](ON2N=NC3C=CC=CC2=3)(N2CCCC2)N2CCCC2)CC1.F[P-](F)(F)(F)(F)F.C(N(CC)CC)C. The catalyst is C(Cl)Cl.O. The product is [CH2:1]([O:4][C@H:5]1[CH2:9][N:8]([C:10]([O:12][C:13]([CH3:16])([CH3:15])[CH3:14])=[O:11])[C@@H:7]([C@@H:17]([OH:21])[C@@H:18]([NH:19][C:47](=[O:48])[C:46]2[CH:50]=[C:51]([C:53]3[O:54][CH:55]=[CH:56][N:57]=3)[CH:52]=[C:44]([C:42]([N:38]3[CH2:39][CH2:40][CH2:41][C@@H:37]3[C:34]3[S:35][CH:36]=[C:32]([CH3:31])[N:33]=3)=[O:43])[CH:45]=2)[CH2:24][C:25]2[CH:26]=[CH:27][CH:28]=[CH:29][CH:30]=2)[CH2:6]1)[CH:2]=[CH2:3]. The yield is 0.440. (4) The reactants are [CH3:1][CH2:2][CH2:3][CH2:4][CH2:5][CH:6]=O.[CH3:8][N:9]([CH3:14])[CH2:10][CH2:11][CH2:12][NH2:13].[BH4-].[Na+]. The catalyst is CO. The product is [CH2:6]([NH:13][CH2:12][CH2:11][CH2:10][N:9]([CH3:14])[CH3:8])[CH2:5][CH2:4][CH2:3][CH2:2][CH3:1]. The yield is 0.540. (5) The reactants are [N:1]1[C:10]2[C:5](=[CH:6][CH:7]=[CH:8][CH:9]=2)[CH:4]=[CH:3][C:2]=1[N:11]1[CH2:14][CH:13]([O:15][C:16]2[C:17]([C:22]3[CH:27]=[CH:26][C:25]([C:28](=[O:30])[CH3:29])=[CH:24][CH:23]=3)=[N:18][CH:19]=[CH:20][N:21]=2)[CH2:12]1.[BH4-].[BH4-].[BH4-].[BH4-].[Na+].[Na+].[Na+].[Na+].[Cl-].[NH4+]. The catalyst is CO. The product is [N:1]1[C:10]2[C:5](=[CH:6][CH:7]=[CH:8][CH:9]=2)[CH:4]=[CH:3][C:2]=1[N:11]1[CH2:12][CH:13]([O:15][C:16]2[C:17]([C:22]3[CH:27]=[CH:26][C:25]([CH:28]([OH:30])[CH3:29])=[CH:24][CH:23]=3)=[N:18][CH:19]=[CH:20][N:21]=2)[CH2:14]1. The yield is 0.750. (6) The reactants are [Br:1][C:2]1[CH:7]=[C:6]([Cl:8])[CH:5]=[CH:4][N:3]=1.[Li+].CC([N-]C(C)C)C.[O:17]1[CH2:20][C:19](=[O:21])[CH2:18]1.CC(=O)OCC. The catalyst is C1COCC1. The product is [Br:1][C:2]1[C:7]([C:19]2([OH:21])[CH2:20][O:17][CH2:18]2)=[C:6]([Cl:8])[CH:5]=[CH:4][N:3]=1. The yield is 0.450.